This data is from Forward reaction prediction with 1.9M reactions from USPTO patents (1976-2016). The task is: Predict the product of the given reaction. (1) Given the reactants [O:1]1[C:5]2([CH2:10][CH2:9][C:8](=[O:11])[CH2:7][CH2:6]2)[O:4][CH2:3][CH2:2]1.[F:12][C:13]1[CH:18]=[CH:17][C:16]([Mg]Br)=[CH:15][CH:14]=1, predict the reaction product. The product is: [F:12][C:13]1[CH:18]=[CH:17][C:16]([C:8]2([OH:11])[CH2:7][CH2:6][C:5]3([O:4][CH2:3][CH2:2][O:1]3)[CH2:10][CH2:9]2)=[CH:15][CH:14]=1. (2) The product is: [C:14]([C:15]1[C:16]([C:17]([C:19]2[N:24]=[C:23]([C:25]([O:27][CH3:28])=[O:26])[CH:22]=[CH:21][CH:20]=2)=[O:18])=[C:50]2[CH:49]=[CH:48][C:47]([O:51][CH3:52])=[CH:46][N:45]2[N:44]=1)([CH3:30])([CH3:29])[CH3:13]. Given the reactants C(=O)([O-])[O-].[K+].[K+].O1CCOCC1.[CH3:13][C:14]([CH3:30])([CH3:29])[C:15]#[C:16][C:17]([C:19]1[N:24]=[C:23]([C:25]([O:27][CH3:28])=[O:26])[CH:22]=[CH:21][CH:20]=1)=[O:18].CC1C=C(C)C=C(C)C=1S([O-])(=O)=O.[NH2:44][N+:45]1[CH:50]=[CH:49][CH:48]=[C:47]([O:51][CH3:52])[CH:46]=1, predict the reaction product. (3) Given the reactants C(O[C:4]([C:6]1[C:7](=[O:23])[N:8]([CH2:18][CH:19]2[CH2:22][CH2:21][CH2:20]2)[N:9]=[C:10]([CH2:13][C:14]([CH3:17])([CH3:16])[CH3:15])[C:11]=1[OH:12])=O)C.[NH2:24][C:25]1[CH:30]=[CH:29][C:28]([I:31])=[CH:27][C:26]=1[S:32]([NH2:35])(=[O:34])=[O:33], predict the reaction product. The product is: [CH:19]1([CH2:18][N:8]2[C:7](=[O:23])[C:6]([C:4]3[NH:24][C:25]4[CH:30]=[CH:29][C:28]([I:31])=[CH:27][C:26]=4[S:32](=[O:34])(=[O:33])[N:35]=3)=[C:11]([OH:12])[C:10]([CH2:13][C:14]([CH3:15])([CH3:17])[CH3:16])=[N:9]2)[CH2:22][CH2:21][CH2:20]1. (4) Given the reactants [CH2:1]([C:8]1([C:11]([OH:13])=O)[CH2:10][CH2:9]1)[C:2]1[CH:7]=[CH:6][CH:5]=[CH:4][CH:3]=1.S(Cl)(Cl)=O.C[Si](C)(C)[O:20][CH:21](O[Si](C)(C)C)CO[Si](C)(C)C, predict the reaction product. The product is: [CH2:1]([C:8]1([C:11](=[O:13])[CH2:21][OH:20])[CH2:9][CH2:10]1)[C:2]1[CH:3]=[CH:4][CH:5]=[CH:6][CH:7]=1. (5) Given the reactants [N+:1]([C:4]1[CH:5]=[CH:6][C:7]2[O:11][C:10]([C:22]([F:25])([F:24])[F:23])([C:12]3[CH:17]=[CH:16][CH:15]=[C:14]([C:18]([F:21])([F:20])[F:19])[CH:13]=3)[CH2:9][C:8]=2[CH:26]=1)([O-])=O.[H][H], predict the reaction product. The product is: [F:25][C:22]([F:23])([F:24])[C:10]1([C:12]2[CH:17]=[CH:16][CH:15]=[C:14]([C:18]([F:21])([F:19])[F:20])[CH:13]=2)[CH2:9][C:8]2[CH:26]=[C:4]([NH2:1])[CH:5]=[CH:6][C:7]=2[O:11]1. (6) Given the reactants [Br:1][C:2]1[C:3]([N:16]2[CH2:21][CH2:20][CH2:19][C@@H:18]([NH:22]C(=O)OC(C)(C)C)[CH2:17]2)=[C:4]2[C:10]([NH:11][C:12](=[O:15])[CH2:13][OH:14])=[CH:9][NH:8][C:5]2=[N:6][CH:7]=1.C(O)(C(F)(F)F)=O.C(Cl)[Cl:38], predict the reaction product. The product is: [ClH:38].[NH2:22][C@@H:18]1[CH2:19][CH2:20][CH2:21][N:16]([C:3]2[C:2]([Br:1])=[CH:7][N:6]=[C:5]3[NH:8][CH:9]=[C:10]([NH:11][C:12](=[O:15])[CH2:13][OH:14])[C:4]=23)[CH2:17]1. (7) Given the reactants [OH:1][C:2]1[CH:3]=[CH:4][C:5]2[C:6]3[N:14]=[C:13]([C:15]4[CH:20]=[CH:19][CH:18]=[CH:17][CH:16]=4)[CH:12]=[C:11]([C:21]([NH2:23])=[O:22])[C:7]=3[NH:8][C:9]=2[CH:10]=1.O[CH:25]1[CH2:30][CH2:29][N:28](C(OC(C)(C)C)=O)[CH2:27][CH2:26]1, predict the reaction product. The product is: [C:15]1([C:13]2[CH:12]=[C:11]([C:21]([NH2:23])=[O:22])[C:7]3[NH:8][C:9]4[CH:10]=[C:2]([O:1][CH:25]5[CH2:30][CH2:29][NH:28][CH2:27][CH2:26]5)[CH:3]=[CH:4][C:5]=4[C:6]=3[N:14]=2)[CH:20]=[CH:19][CH:18]=[CH:17][CH:16]=1.